Dataset: NCI-60 drug combinations with 297,098 pairs across 59 cell lines. Task: Regression. Given two drug SMILES strings and cell line genomic features, predict the synergy score measuring deviation from expected non-interaction effect. (1) Drug 1: CN1C(=O)N2C=NC(=C2N=N1)C(=O)N. Drug 2: C1C(C(OC1N2C=NC3=C2NC=NCC3O)CO)O. Cell line: SF-539. Synergy scores: CSS=-3.27, Synergy_ZIP=2.27, Synergy_Bliss=2.23, Synergy_Loewe=-2.68, Synergy_HSA=-2.22. (2) Drug 1: CC1=CC2C(CCC3(C2CCC3(C(=O)C)OC(=O)C)C)C4(C1=CC(=O)CC4)C. Drug 2: CN(CCCl)CCCl.Cl. Cell line: K-562. Synergy scores: CSS=19.3, Synergy_ZIP=-4.74, Synergy_Bliss=3.38, Synergy_Loewe=1.16, Synergy_HSA=1.28. (3) Drug 1: CC1=CC2C(CCC3(C2CCC3(C(=O)C)OC(=O)C)C)C4(C1=CC(=O)CC4)C. Drug 2: CC1=C(C(=O)C2=C(C1=O)N3CC4C(C3(C2COC(=O)N)OC)N4)N. Cell line: PC-3. Synergy scores: CSS=14.4, Synergy_ZIP=-6.56, Synergy_Bliss=-5.20, Synergy_Loewe=-45.8, Synergy_HSA=-7.96. (4) Drug 1: CC1C(C(=O)NC(C(=O)N2CCCC2C(=O)N(CC(=O)N(C(C(=O)O1)C(C)C)C)C)C(C)C)NC(=O)C3=C4C(=C(C=C3)C)OC5=C(C(=O)C(=C(C5=N4)C(=O)NC6C(OC(=O)C(N(C(=O)CN(C(=O)C7CCCN7C(=O)C(NC6=O)C(C)C)C)C)C(C)C)C)N)C. Drug 2: C1=NNC2=C1C(=O)NC=N2. Synergy scores: CSS=13.5, Synergy_ZIP=-5.15, Synergy_Bliss=-3.79, Synergy_Loewe=-3.10, Synergy_HSA=-2.83. Cell line: UACC62. (5) Drug 1: CNC(=O)C1=CC=CC=C1SC2=CC3=C(C=C2)C(=NN3)C=CC4=CC=CC=N4. Drug 2: CC1=C2C(C(=O)C3(C(CC4C(C3C(C(C2(C)C)(CC1OC(=O)C(C(C5=CC=CC=C5)NC(=O)C6=CC=CC=C6)O)O)OC(=O)C7=CC=CC=C7)(CO4)OC(=O)C)O)C)OC(=O)C. Cell line: SNB-75. Synergy scores: CSS=27.2, Synergy_ZIP=-1.70, Synergy_Bliss=6.85, Synergy_Loewe=6.46, Synergy_HSA=6.52. (6) Drug 1: C1C(C(OC1N2C=C(C(=O)NC2=O)F)CO)O. Drug 2: C(CN)CNCCSP(=O)(O)O. Cell line: UACC62. Synergy scores: CSS=13.7, Synergy_ZIP=-1.79, Synergy_Bliss=-2.47, Synergy_Loewe=-28.8, Synergy_HSA=-4.38. (7) Drug 1: CC1=C(C(=CC=C1)Cl)NC(=O)C2=CN=C(S2)NC3=CC(=NC(=N3)C)N4CCN(CC4)CCO. Drug 2: C1CC(=O)NC(=O)C1N2C(=O)C3=CC=CC=C3C2=O. Cell line: MDA-MB-435. Synergy scores: CSS=4.19, Synergy_ZIP=0.142, Synergy_Bliss=2.27, Synergy_Loewe=2.68, Synergy_HSA=1.48.